Predict the product of the given reaction. From a dataset of Forward reaction prediction with 1.9M reactions from USPTO patents (1976-2016). (1) Given the reactants FC(F)(F)C(O)=O.[Cl:8][C:9]1[CH:10]=[C:11](/[CH:20]=[C:21](/[C:23]2[CH:27]=[C:26]([CH3:28])[N:25]([CH2:29][C:30]3[CH:31]=[CH:32][C:33]([N:36](CC4C=CC(OC)=C(OC)C=4)[CH3:37])=[N:34][CH:35]=3)[N:24]=2)\[F:22])[CH:12]=[CH:13][C:14]=1[O:15][C:16]([F:19])([F:18])[F:17], predict the reaction product. The product is: [Cl:8][C:9]1[CH:10]=[C:11](/[CH:20]=[C:21](/[C:23]2[CH:27]=[C:26]([CH3:28])[N:25]([CH2:29][C:30]3[CH:31]=[CH:32][C:33]([NH:36][CH3:37])=[N:34][CH:35]=3)[N:24]=2)\[F:22])[CH:12]=[CH:13][C:14]=1[O:15][C:16]([F:17])([F:18])[F:19]. (2) Given the reactants [O:1]1[C:5]2([CH2:10][CH2:9][C:8]([C:11]3[C:16]([OH:17])=[CH:15][CH:14]=[CH:13][N:12]=3)=[CH:7][CH2:6]2)[O:4][CH2:3][CH2:2]1, predict the reaction product. The product is: [O:4]1[C:5]2([CH2:10][CH2:9][CH:8]([C:11]3[C:16]([OH:17])=[CH:15][CH:14]=[CH:13][N:12]=3)[CH2:7][CH2:6]2)[O:1][CH2:2][CH2:3]1. (3) Given the reactants CC1(C)C(C)(C)[O:5][B:4]([C:9]2[CH:10]=[C:11]3[C:17]([C:18]([O:20][CH3:21])=[O:19])=[N:16][N:15]([CH2:22][O:23][CH2:24][CH2:25][Si:26]([CH3:29])([CH3:28])[CH3:27])[C:12]3=[N:13][CH:14]=2)[O:3]1.C([O-])(=O)C.[NH4+].I([O-])(=O)(=O)=O.[Na+], predict the reaction product. The product is: [CH3:21][O:20][C:18]([C:17]1[C:11]2[C:12](=[N:13][CH:14]=[C:9]([B:4]([OH:5])[OH:3])[CH:10]=2)[N:15]([CH2:22][O:23][CH2:24][CH2:25][Si:26]([CH3:27])([CH3:29])[CH3:28])[N:16]=1)=[O:19]. (4) Given the reactants Cl[C:2]1[C:11]2[C:6](=[CH:7][C:8]([O:14][CH3:15])=[C:9]([O:12][CH3:13])[CH:10]=2)[N:5]=[N:4][C:3]=1[C:16]([O:18][CH2:19][CH3:20])=[O:17].C(O)C.[F:24][C:25]1[CH:31]=[C:30]([F:32])[CH:29]=[CH:28][C:26]=1[NH2:27].C(O)(=O)C, predict the reaction product. The product is: [F:24][C:25]1[CH:31]=[C:30]([F:32])[CH:29]=[CH:28][C:26]=1[NH:27][C:2]1[C:11]2[C:6](=[CH:7][C:8]([O:14][CH3:15])=[C:9]([O:12][CH3:13])[CH:10]=2)[N:5]=[N:4][C:3]=1[C:16]([O:18][CH2:19][CH3:20])=[O:17]. (5) Given the reactants I[C:2]1[CH:7]=[C:6]([C:8]([F:11])([F:10])[F:9])[CH:5]=[CH:4][C:3]=1[NH:12][S:13]([C:16]1[CH:21]=[CH:20][CH:19]=[C:18]([CH:22]([CH3:24])[CH3:23])[CH:17]=1)(=[O:15])=[O:14].[CH3:25][O:26][C:27](=[O:38])[C:28]1[CH:33]=[CH:32][C:31]([CH:34]([OH:37])[C:35]#[CH:36])=[CH:30][CH:29]=1.C(NCC)C, predict the reaction product. The product is: [CH3:25][O:26][C:27](=[O:38])[C:28]1[CH:33]=[CH:32][C:31]([CH:34]([OH:37])[C:35]2[N:12]([S:13]([C:16]3[CH:21]=[CH:20][CH:19]=[C:18]([CH:22]([CH3:24])[CH3:23])[CH:17]=3)(=[O:15])=[O:14])[C:3]3[C:2]([CH:36]=2)=[CH:7][C:6]([C:8]([F:11])([F:10])[F:9])=[CH:5][CH:4]=3)=[CH:30][CH:29]=1. (6) The product is: [CH2:1]([N:8]1[CH2:14][CH2:15][N:16]([C:17]2[N:18]=[N:19][C:20]([C:25]3[CH:30]=[CH:29][C:28]([F:31])=[CH:27][CH:26]=3)=[C:21]([CH3:24])[C:22]=2[CH3:23])[CH:10]([CH3:11])[C:9]1=[O:13])[C:2]1[CH:7]=[CH:6][CH:5]=[CH:4][CH:3]=1. Given the reactants [CH2:1]([N:8]([CH2:14][CH2:15][NH:16][C:17]1[N:18]=[N:19][C:20]([C:25]2[CH:30]=[CH:29][C:28]([F:31])=[CH:27][CH:26]=2)=[C:21]([CH3:24])[C:22]=1[CH3:23])[C:9](=[O:13])[C@H:10](Cl)[CH3:11])[C:2]1[CH:7]=[CH:6][CH:5]=[CH:4][CH:3]=1.[H-].[Na+], predict the reaction product. (7) Given the reactants [C:1]([O:5][C:6]([N:8]1[CH2:12][C@@H:11]([CH2:13][C@H:14]([O:18][C:19]2[CH:24]=[CH:23][C:22]([O:25][CH3:26])=[C:21]([O:27][CH2:28][CH2:29][CH2:30][O:31][CH3:32])[CH:20]=2)[CH:15]([CH3:17])[CH3:16])[C@H:10]([CH2:33][NH:34][CH:35]2[CH2:37][CH2:36]2)[CH2:9]1)=[O:7])([CH3:4])([CH3:3])[CH3:2].[O:38]1[CH2:43][CH2:42][CH:41]([CH2:44][C:45](O)=[O:46])[CH2:40][CH2:39]1.O.ON1C2C=CC=CC=2N=N1.Cl.CN(C)CCCN=C=NCC.C(N(CC)CC)C, predict the reaction product. The product is: [C:1]([O:5][C:6]([N:8]1[CH2:12][C@@H:11]([CH2:13][C@H:14]([O:18][C:19]2[CH:24]=[CH:23][C:22]([O:25][CH3:26])=[C:21]([O:27][CH2:28][CH2:29][CH2:30][O:31][CH3:32])[CH:20]=2)[CH:15]([CH3:17])[CH3:16])[C@H:10]([CH2:33][N:34]([CH:35]2[CH2:36][CH2:37]2)[C:45](=[O:46])[CH2:44][CH:41]2[CH2:42][CH2:43][O:38][CH2:39][CH2:40]2)[CH2:9]1)=[O:7])([CH3:3])([CH3:4])[CH3:2].